This data is from Full USPTO retrosynthesis dataset with 1.9M reactions from patents (1976-2016). The task is: Predict the reactants needed to synthesize the given product. Given the product [CH:1]1([NH:4][C:5](=[O:37])[C:6]2[CH:11]=[CH:10][C:9]([C:12]3[N:16]4[N:17]=[C:18]([S:28]([C:29]5[CH:34]=[CH:33][CH:32]=[C:31]([F:35])[CH:30]=5)=[O:50])[CH:19]=[C:20]([NH:21][CH2:22][CH2:23][C:24]([F:26])([F:27])[F:25])[C:15]4=[N:14][CH:13]=3)=[CH:8][C:7]=2[CH3:36])[CH2:2][CH2:3]1, predict the reactants needed to synthesize it. The reactants are: [CH:1]1([NH:4][C:5](=[O:37])[C:6]2[CH:11]=[CH:10][C:9]([C:12]3[N:16]4[N:17]=[C:18]([S:28][C:29]5[CH:34]=[CH:33][CH:32]=[C:31]([F:35])[CH:30]=5)[CH:19]=[C:20]([NH:21][CH2:22][CH2:23][C:24]([F:27])([F:26])[F:25])[C:15]4=[N:14][CH:13]=3)=[CH:8][C:7]=2[CH3:36])[CH2:3][CH2:2]1.C(#N)C1C=CN=CC=1.OO.S([O-])([O-])(=[O:50])=S.[Na+].[Na+].